Dataset: Forward reaction prediction with 1.9M reactions from USPTO patents (1976-2016). Task: Predict the product of the given reaction. (1) Given the reactants [CH2:1]([N:5]1[C:13]2[C:12](=[O:14])[N:11]([CH2:15][C:16]3[CH:21]=[CH:20][CH:19]=[CH:18][C:17]=3[C:22]#[N:23])[C:10](Cl)=[N:9][C:8]=2[N:7]=[C:6]1[N:25]1[CH2:30][CH2:29][N:28]([C:31]([O:33][C:34]([CH3:37])([CH3:36])[CH3:35])=[O:32])[CH2:27][CH2:26]1)[C:2]#[C:3][CH3:4].[Na].[CH3:39][N:40](C)C=O, predict the reaction product. The product is: [CH2:1]([N:5]1[C:13]2[C:12](=[O:14])[N:11]([CH2:15][C:16]3[CH:21]=[CH:20][CH:19]=[CH:18][C:17]=3[C:22]#[N:23])[C:10]([C:39]#[N:40])=[N:9][C:8]=2[N:7]=[C:6]1[N:25]1[CH2:30][CH2:29][N:28]([C:31]([O:33][C:34]([CH3:37])([CH3:36])[CH3:35])=[O:32])[CH2:27][CH2:26]1)[C:2]#[C:3][CH3:4]. (2) Given the reactants [OH:1][C:2]1[C:3](=[O:15])[C:4]2[C:9]([C:10](=[O:13])[C:11]=1I)=[C:8]([OH:14])[CH:7]=[CH:6][CH:5]=2.[CH3:16][CH:17]([OH:20])[C:18]#[CH:19], predict the reaction product. The product is: [OH:20][CH:17]([C:18]1[O:1][C:2]2[C:3](=[O:15])[C:4]3[C:9]([C:10](=[O:13])[C:11]=2[CH:19]=1)=[C:8]([OH:14])[CH:7]=[CH:6][CH:5]=3)[CH3:16]. (3) Given the reactants N(C(OCC)=O)=NC(OCC)=O.[Si:13]([O:30][CH2:31][CH2:32][C:33]([CH3:37])([CH3:36])[CH2:34]O)([C:26]([CH3:29])([CH3:28])[CH3:27])([C:20]1[CH:25]=[CH:24][CH:23]=[CH:22][CH:21]=1)[C:14]1[CH:19]=[CH:18][CH:17]=[CH:16][CH:15]=1.C1(P(C2C=CC=CC=2)C2C=CC=CC=2)C=CC=CC=1.[C:57]1(=[O:67])[NH:61][C:60](=[O:62])[C:59]2=[CH:63][CH:64]=[CH:65][CH:66]=[C:58]12.[Cl-].[Na+], predict the reaction product. The product is: [Si:13]([O:30][CH2:31][CH2:32][C:33]([CH3:36])([CH3:37])[CH2:34][N:61]1[C:57](=[O:67])[C:58]2[C:59](=[CH:63][CH:64]=[CH:65][CH:66]=2)[C:60]1=[O:62])([C:26]([CH3:27])([CH3:28])[CH3:29])([C:14]1[CH:15]=[CH:16][CH:17]=[CH:18][CH:19]=1)[C:20]1[CH:25]=[CH:24][CH:23]=[CH:22][CH:21]=1. (4) The product is: [Br:35][C:36]1[C:37]([N:46]2[CH2:51][CH2:50][N:49]([CH2:52][C:53]3[CH:54]=[N:55][CH:56]=[CH:57][CH:58]=3)[CH2:48][CH2:47]2)=[C:38]2[N:43]=[C:75]([C:74]3[C:69]([O:68][CH3:67])=[N:70][CH:71]=[CH:72][CH:73]=3)[NH:42][C:39]2=[N:40][CH:41]=1. Given the reactants BrC1C(N2CCN(C(NC3C=CC=CC=3)=O)CC2)=C2N=C(C3C=CC(N(C)C)=CC=3)NC2=NC=1.[Br:35][C:36]1[C:37]([N:46]2[CH2:51][CH2:50][N:49]([CH2:52][C:53]3[CH:54]=[N:55][CH:56]=[CH:57][CH:58]=3)[CH2:48][CH2:47]2)=[C:38]([N+:43]([O-])=O)[C:39]([NH2:42])=[N:40][CH:41]=1.[O-]S(S([O-])=O)=O.[Na+].[Na+].[CH3:67][O:68][C:69]1[C:74]([CH:75]=O)=[CH:73][CH:72]=[CH:71][N:70]=1, predict the reaction product. (5) Given the reactants [S:1]1[CH:5]=[CH:4][CH:3]=[C:2]1[C:6](Cl)=[O:7].[C:9]([O:13][C:14](=[O:36])[CH2:15][N:16]1[C:20]2[CH:21]=[CH:22][C:23]([NH:25][CH2:26][C:27]3[CH:32]=[CH:31][CH:30]=[CH:29][CH:28]=3)=[CH:24][C:19]=2[N:18]=[C:17]1[CH2:33][CH2:34][CH3:35])([CH3:12])([CH3:11])[CH3:10].CCN(C(C)C)C(C)C, predict the reaction product. The product is: [C:9]([O:13][C:14](=[O:36])[CH2:15][N:16]1[C:20]2[CH:21]=[CH:22][C:23]([N:25]([CH2:26][C:27]3[CH:28]=[CH:29][CH:30]=[CH:31][CH:32]=3)[C:6]([C:2]3[S:1][CH:5]=[CH:4][CH:3]=3)=[O:7])=[CH:24][C:19]=2[N:18]=[C:17]1[CH2:33][CH2:34][CH3:35])([CH3:12])([CH3:11])[CH3:10].